From a dataset of Catalyst prediction with 721,799 reactions and 888 catalyst types from USPTO. Predict which catalyst facilitates the given reaction. (1) The catalyst class is: 24. Reactant: [Br:1][C:2]1[CH:3]=[N:4][S:5][C:6]=1[NH:7][C@H:8]([C:13]([O:15]C)=[O:14])[CH2:9][CH:10]([CH3:12])[CH3:11].[OH-].[Li+].Cl. Product: [Br:1][C:2]1[CH:3]=[N:4][S:5][C:6]=1[NH:7][C@H:8]([C:13]([OH:15])=[O:14])[CH2:9][CH:10]([CH3:12])[CH3:11]. (2) Product: [N:1]1([CH2:13][C:14]2([C:24]3[CH:29]=[CH:28][C:27]([F:30])=[CH:26][CH:25]=3)[O:15][CH:16]2[C:17]2[C:18]([Cl:23])=[N:19][CH:20]=[CH:21][CH:22]=2)[CH:5]=[N:4][CH:3]=[N:2]1. The catalyst class is: 483. Reactant: [NH:1]1[CH:5]=[N:4][CH:3]=[N:2]1.[H-].[Na+].CS(O[CH2:13][C:14]1([C:24]2[CH:29]=[CH:28][C:27]([F:30])=[CH:26][CH:25]=2)[CH:16]([C:17]2[C:18]([Cl:23])=[N:19][CH:20]=[CH:21][CH:22]=2)[O:15]1)(=O)=O. (3) The catalyst class is: 3. Product: [P:40]([O:52][CH2:53][N:19]1[C:18]([C:8]2[CH:9]=[CH:10][C:11]([F:17])=[C:12]([C:13]([F:15])([F:14])[F:16])[C:7]=2[F:6])=[CH:22][S:21][C:20]1=[N:23][C:24](=[O:39])[CH2:25][C:26]1[C:34]2[C:33](=[O:35])[N:32]([CH3:36])[C:31](=[O:37])[N:30]([CH3:38])[C:29]=2[S:28][CH:27]=1)([O:42][C:43]([CH3:46])([CH3:45])[CH3:44])([O:47][C:48]([CH3:49])([CH3:50])[CH3:51])=[O:41]. Reactant: P([O-])([O-])([O-])=O.[F:6][C:7]1[C:12]([C:13]([F:16])([F:15])[F:14])=[C:11]([F:17])[CH:10]=[CH:9][C:8]=1[C:18]1[N:19]=[C:20]([NH:23][C:24](=[O:39])[CH2:25][C:26]2[C:34]3[C:33](=[O:35])[N:32]([CH3:36])[C:31](=[O:37])[N:30]([CH3:38])[C:29]=3[S:28][CH:27]=2)[S:21][CH:22]=1.[P:40]([O:52][CH2:53]I)([O:47][C:48]([CH3:51])([CH3:50])[CH3:49])([O:42][C:43]([CH3:46])([CH3:45])[CH3:44])=[O:41].[H-].[Na+].